Dataset: Catalyst prediction with 721,799 reactions and 888 catalyst types from USPTO. Task: Predict which catalyst facilitates the given reaction. (1) Reactant: [Si]([O:8][CH2:9][CH2:10][N:11]([CH:41]1[CH2:43][CH2:42]1)[C:12]([C:14]1[C:19]([O:20][CH2:21][C:22]2[CH:27]=[CH:26][CH:25]=[CH:24][CH:23]=2)=[C:18]([OH:28])[N:17]=[C:16]([CH2:29][C:30]2([C:35]3[CH:40]=[CH:39][CH:38]=[CH:37][CH:36]=3)[CH2:34][CH2:33][CH2:32][CH2:31]2)[N:15]=1)=[O:13])(C(C)(C)C)(C)C.Cl.C([O-])(O)=O.[Na+].O. Product: [CH:41]1([N:11]([CH2:10][CH2:9][OH:8])[C:12]([C:14]2[C:19]([O:20][CH2:21][C:22]3[CH:27]=[CH:26][CH:25]=[CH:24][CH:23]=3)=[C:18]([OH:28])[N:17]=[C:16]([CH2:29][C:30]3([C:35]4[CH:36]=[CH:37][CH:38]=[CH:39][CH:40]=4)[CH2:34][CH2:33][CH2:32][CH2:31]3)[N:15]=2)=[O:13])[CH2:42][CH2:43]1. The catalyst class is: 7. (2) Reactant: C([O:8][CH2:9][C:10]1([CH2:13][N:14]2[C:18]([C:19]3[CH:24]=[CH:23][C:22]([F:25])=[CH:21][CH:20]=3)=[C:17]([C:26]3[CH:27]=[CH:28][C:29]4[O:34][CH2:33][C:32](=[O:35])[NH:31][C:30]=4[CH:36]=3)[C:16]([CH3:37])=[N:15]2)[CH2:12][CH2:11]1)C1C=CC=CC=1. Product: [F:25][C:22]1[CH:21]=[CH:20][C:19]([C:18]2[N:14]([CH2:13][C:10]3([CH2:9][OH:8])[CH2:11][CH2:12]3)[N:15]=[C:16]([CH3:37])[C:17]=2[C:26]2[CH:27]=[CH:28][C:29]3[O:34][CH2:33][C:32](=[O:35])[NH:31][C:30]=3[CH:36]=2)=[CH:24][CH:23]=1. The catalyst class is: 178.